From a dataset of Full USPTO retrosynthesis dataset with 1.9M reactions from patents (1976-2016). Predict the reactants needed to synthesize the given product. (1) The reactants are: C([O:3][C:4](=[O:23])[C:5]([O:15][C:16]1[CH:21]=[CH:20][CH:19]=[CH:18][C:17]=1[F:22])([CH3:14])[CH2:6][C:7]1[CH:12]=[CH:11][C:10]([OH:13])=[CH:9][CH:8]=1)C.[CH3:24][C:25]1[O:29][C:28]([C:30]2[CH:35]=[CH:34][C:33]([C:36]3[S:37][CH:38]=[CH:39][CH:40]=3)=[CH:32][CH:31]=2)=[N:27][C:26]=1[CH2:41][CH2:42]OS(C1C=CC(C)=CC=1)(=O)=O.C([O-])([O-])=O.[K+].[K+].[OH-].[Na+]. Given the product [F:22][C:17]1[CH:18]=[CH:19][CH:20]=[CH:21][C:16]=1[O:15][C:5]([CH3:14])([CH2:6][C:7]1[CH:8]=[CH:9][C:10]([O:13][CH2:42][CH2:41][C:26]2[N:27]=[C:28]([C:30]3[CH:35]=[CH:34][C:33]([C:36]4[S:37][CH:38]=[CH:39][CH:40]=4)=[CH:32][CH:31]=3)[O:29][C:25]=2[CH3:24])=[CH:11][CH:12]=1)[C:4]([OH:3])=[O:23], predict the reactants needed to synthesize it. (2) Given the product [C:15]([O:19][C:20]([N:22]1[CH2:27][CH2:26][CH:25]([NH:28][C:3]2[O:4][C:5]3[CH:11]=[CH:10][C:9]([N+:12]([O-:14])=[O:13])=[CH:8][C:6]=3[N:7]=2)[CH2:24][CH2:23]1)=[O:21])([CH3:18])([CH3:16])[CH3:17], predict the reactants needed to synthesize it. The reactants are: CS[C:3]1[O:4][C:5]2[CH:11]=[CH:10][C:9]([N+:12]([O-:14])=[O:13])=[CH:8][C:6]=2[N:7]=1.[C:15]([O:19][C:20]([N:22]1[CH2:27][CH2:26][CH:25]([NH2:28])[CH2:24][CH2:23]1)=[O:21])([CH3:18])([CH3:17])[CH3:16]. (3) Given the product [Cl:1][C:2]1[C:11]2[C:6](=[CH:7][CH:8]=[CH:9][CH:10]=2)[C:5]([O:13][CH2:20][CH3:21])=[CH:4][N:3]=1, predict the reactants needed to synthesize it. The reactants are: [Cl:1][C:2]1[C:11]2[C:6](=[CH:7][CH:8]=[C:9](F)[CH:10]=2)[C:5]([OH:13])=[CH:4][N:3]=1.C([O-])([O-])=O.[K+].[K+].[CH:20]1(CBr)C[CH2:21]1. (4) Given the product [OH:37][C@H:34]1[CH2:35][CH2:36][N:31]([CH2:30][CH2:29][N:26]2[CH2:25][CH2:24][CH:23]([NH:22][C:16]([C:10]3[NH:11][C:12]4[C:8]([CH:9]=3)=[C:7]([O:6][CH2:5][CH:1]3[CH2:2][CH2:3][CH2:4]3)[CH:15]=[CH:14][CH:13]=4)=[O:18])[CH2:28][CH2:27]2)[CH2:32][C@@H:33]1[CH3:38], predict the reactants needed to synthesize it. The reactants are: [CH:1]1([CH2:5][O:6][C:7]2[CH:15]=[CH:14][CH:13]=[C:12]3[C:8]=2[CH:9]=[C:10]([C:16]([OH:18])=O)[NH:11]3)[CH2:4][CH2:3][CH2:2]1.Cl.Cl.Cl.[NH2:22][CH:23]1[CH2:28][CH2:27][N:26]([CH2:29][CH2:30][N:31]2[CH2:36][CH2:35][C@H:34]([OH:37])[C@@H:33]([CH3:38])[CH2:32]2)[CH2:25][CH2:24]1. (5) The reactants are: [C:1]([O:5][C:6]([N:8]1[CH2:13][CH2:12][CH:11]([NH:14][C@H:15]([C:18]2[CH:23]=[CH:22][CH:21]=[CH:20][CH:19]=2)[CH2:16][OH:17])[CH2:10][CH2:9]1)=[O:7])([CH3:4])([CH3:3])[CH3:2].[CH2:24]([O:26][C:27](=[O:32])[CH2:28][N:29]=[C:30]=[O:31])[CH3:25]. Given the product [C:1]([O:5][C:6]([N:8]1[CH2:9][CH2:10][CH:11]([N:14]([CH:15]([C:18]2[CH:19]=[CH:20][CH:21]=[CH:22][CH:23]=2)[CH2:16][OH:17])[C:30]([NH:29][CH2:28][C:27]([O:26][CH2:24][CH3:25])=[O:32])=[O:31])[CH2:12][CH2:13]1)=[O:7])([CH3:4])([CH3:2])[CH3:3], predict the reactants needed to synthesize it. (6) Given the product [OH:3][CH:2]([C:4]1[CH:9]=[C:8]([O:10][C:11](=[O:12])[CH3:13])[CH:7]=[C:6]([O:14][C:15](=[O:16])[CH3:17])[CH:5]=1)[CH3:1], predict the reactants needed to synthesize it. The reactants are: [CH3:1][C:2]([C:4]1[CH:9]=[C:8]([O:10][C:11]([CH3:13])=[O:12])[CH:7]=[C:6]([O:14][C:15]([CH3:17])=[O:16])[CH:5]=1)=[O:3].